Dataset: Catalyst prediction with 721,799 reactions and 888 catalyst types from USPTO. Task: Predict which catalyst facilitates the given reaction. (1) Reactant: Br[C:2]1[N:3]=[C:4]2[C:10]([CH:11]=[O:12])=[CH:9][N:8]([CH2:13][O:14][CH2:15][CH2:16][Si:17]([CH3:20])([CH3:19])[CH3:18])[C:5]2=[N:6][CH:7]=1.[Cl:21][C:22]1[CH:30]=[C:29]2[C:25]([C:26]([Sn](CCCC)(CCCC)CCCC)=[N:27][N:28]2[CH3:31])=[CH:24][CH:23]=1. Product: [Cl:21][C:22]1[CH:30]=[C:29]2[C:25]([C:26]([C:2]3[N:3]=[C:4]4[C:10]([CH:11]=[O:12])=[CH:9][N:8]([CH2:13][O:14][CH2:15][CH2:16][Si:17]([CH3:20])([CH3:19])[CH3:18])[C:5]4=[N:6][CH:7]=3)=[N:27][N:28]2[CH3:31])=[CH:24][CH:23]=1. The catalyst class is: 441. (2) Reactant: F[C:2](F)(F)[C:3](O)=[O:4].[CH2:8]1[CH:12]2[CH2:13][C:14](=[O:16])[CH2:15][CH:11]2[CH2:10][NH:9]1.C(N(CC)CC)C. Product: [C:3]([N:9]1[CH2:10][CH:11]2[CH2:15][C:14](=[O:16])[CH2:13][CH:12]2[CH2:8]1)(=[O:4])[CH3:2]. The catalyst class is: 10. (3) Reactant: [Br:1][C:2]1[C:3]([CH3:11])=[N:4][N:5]([CH2:8][CH2:9][NH2:10])[C:6]=1[CH3:7].[ClH:12]. Product: [ClH:12].[Br:1][C:2]1[C:3]([CH3:11])=[N:4][N:5]([CH2:8][CH2:9][NH2:10])[C:6]=1[CH3:7]. The catalyst class is: 28. (4) Product: [N:21]1([CH2:20][CH2:19][O:18][C:11]2[C:12]3[C:17](=[CH:16][CH:15]=[CH:14][CH:13]=3)[C:8]([NH:7][C:5]([C:4]3[CH:3]=[C:2]([C:34]4[CH:35]=[CH:36][C:31]([F:30])=[CH:32][C:33]=4[CH3:40])[CH:29]=[CH:28][CH:27]=3)=[O:6])=[CH:9][CH:10]=2)[CH2:26][CH2:25][O:24][CH2:23][CH2:22]1. Reactant: Br[C:2]1[CH:3]=[C:4]([CH:27]=[CH:28][CH:29]=1)[C:5]([NH:7][C:8]1[C:17]2[C:12](=[CH:13][CH:14]=[CH:15][CH:16]=2)[C:11]([O:18][CH2:19][CH2:20][N:21]2[CH2:26][CH2:25][O:24][CH2:23][CH2:22]2)=[CH:10][CH:9]=1)=[O:6].[F:30][C:31]1[CH:36]=[CH:35][C:34](B(O)O)=[C:33]([CH3:40])[CH:32]=1.C(=O)([O-])[O-].[Cs+].[Cs+].C(OCC)(=O)C. The catalyst class is: 12. (5) Reactant: [CH3:1][O:2][C:3]1[CH:4]=[C:5]([CH2:11][CH2:12][CH:13]([C:15]2[CH:20]=[CH:19][CH:18]=[C:17]([O:21][CH2:22][CH2:23][N:24]3[CH2:29][CH2:28][O:27][CH2:26][CH2:25]3)[CH:16]=2)[OH:14])[CH:6]=[CH:7][C:8]=1[O:9][CH3:10].[CH:30]1[C:42]2[CH:41]([CH2:43][O:44][C:45]([N:47]3[CH2:52][CH2:51][CH2:50][CH2:49][C@H:48]3[C:53](O)=[O:54])=[O:46])[C:40]3[C:35](=[CH:36][CH:37]=[CH:38][CH:39]=3)[C:34]=2[CH:33]=[CH:32][CH:31]=1.C1CCC(N=C=NC2CCCCC2)CC1. Product: [N:47]1([C:45]([O:44][CH2:43][CH:41]2[C:42]3[CH:30]=[CH:31][CH:32]=[CH:33][C:34]=3[C:35]3[C:40]2=[CH:39][CH:38]=[CH:37][CH:36]=3)=[O:46])[CH2:52][CH2:51][CH2:50][CH2:49][C@H:48]1[C:53]([O:14][C@@H:13]([C:15]1[CH:20]=[CH:19][CH:18]=[C:17]([O:21][CH2:22][CH2:23][N:24]2[CH2:29][CH2:28][O:27][CH2:26][CH2:25]2)[CH:16]=1)[CH2:12][CH2:11][C:5]1[CH:6]=[CH:7][C:8]([O:9][CH3:10])=[C:3]([O:2][CH3:1])[CH:4]=1)=[O:54]. The catalyst class is: 79. (6) Reactant: [C:1]1([C:7]2[S:11][C:10]([NH:12][C:13]3[CH:18]=[CH:17][C:16]([O:19][CH2:20][CH2:21][N:22]4[CH2:26][CH2:25][CH2:24][CH2:23]4)=[CH:15][CH:14]=3)=[N:9][CH:8]=2)[CH:6]=[CH:5][CH:4]=[CH:3][CH:2]=1.[CH3:27][O:28]C1C=CC(CC=O)=CC=1. Product: [CH3:27][O:28][C:4]1[CH:3]=[CH:2][C:1]([C:7]2[S:11][C:10]([NH:12][C:13]3[CH:18]=[CH:17][C:16]([O:19][CH2:20][CH2:21][N:22]4[CH2:26][CH2:25][CH2:24][CH2:23]4)=[CH:15][CH:14]=3)=[N:9][CH:8]=2)=[CH:6][CH:5]=1. The catalyst class is: 61.